This data is from Full USPTO retrosynthesis dataset with 1.9M reactions from patents (1976-2016). The task is: Predict the reactants needed to synthesize the given product. (1) Given the product [CH3:16][O:17][C:18](=[O:21])[CH2:19][O:1][C:2]1[CH:9]=[CH:8][C:5]([CH:6]=[O:7])=[CH:4][CH:3]=1, predict the reactants needed to synthesize it. The reactants are: [OH:1][C:2]1[CH:9]=[CH:8][C:5]([CH:6]=[O:7])=[CH:4][CH:3]=1.C(=O)([O-])[O-].[K+].[K+].[CH3:16][O:17][C:18](=[O:21])[CH2:19]Br. (2) The reactants are: [Si]([O:8][CH2:9][C:10]1[N:11]([CH3:44])[C:12]2[CH:13]=[C:14]3[CH2:23][CH2:22][CH2:21][C:20]4[CH:24]=[C:25]([C:40]([O:42][CH3:43])=[O:41])[C:26](=[O:39])[N:27]([CH2:28][C:29]5[CH:34]=[CH:33][C:32]([O:35][CH3:36])=[CH:31][C:30]=5[O:37][CH3:38])[C:19]=4[C:15]3=[CH:16][C:17]=2[CH:18]=1)(C(C)(C)C)(C)C.CCCC[N+](CCCC)(CCCC)CCCC.[F-]. Given the product [CH3:38][O:37][C:30]1[CH:31]=[C:32]([O:35][CH3:36])[CH:33]=[CH:34][C:29]=1[CH2:28][N:27]1[C:19]2[C:15]3=[CH:16][C:17]4[CH:18]=[C:10]([CH2:9][OH:8])[N:11]([CH3:44])[C:12]=4[CH:13]=[C:14]3[CH2:23][CH2:22][CH2:21][C:20]=2[CH:24]=[C:25]([C:40]([O:42][CH3:43])=[O:41])[C:26]1=[O:39], predict the reactants needed to synthesize it. (3) Given the product [NH2:9][C:10]1[C:19]([I:1])=[C:18]([C:20]2[N:24]([CH3:25])[N:23]=[N:22][C:21]=2[CH3:26])[CH:17]=[C:16]2[C:11]=1[CH2:12][CH2:13][NH:14][C:15]2=[O:27], predict the reactants needed to synthesize it. The reactants are: [I:1]N1C(=O)CCC1=O.[NH2:9][C:10]1[CH:19]=[C:18]([C:20]2[N:24]([CH3:25])[N:23]=[N:22][C:21]=2[CH3:26])[CH:17]=[C:16]2[C:11]=1[CH2:12][CH2:13][NH:14][C:15]2=[O:27].ClCCl.CO. (4) Given the product [CH3:1][C:2]1[CH:7]=[CH:6][C:5]([S:8]([O:11][CH2:12][F:41])(=[O:10])=[O:9])=[CH:4][CH:3]=1, predict the reactants needed to synthesize it. The reactants are: [CH3:1][C:2]1[CH:7]=[CH:6][C:5]([S:8]([O:11][CH2:12]OS(C2C=CC(C)=CC=2)(=O)=O)(=[O:10])=[O:9])=[CH:4][CH:3]=1.CCCC[N+](CCCC)(CCCC)CCCC.[F-:41]. (5) Given the product [C:19]([O:22][C:23]([N:8]([C:6]1[CH:5]=[CH:4][N:3]=[C:2]([Cl:1])[N:7]=1)[C:9]1[CH:10]=[C:11]2[C:15](=[CH:16][CH:17]=1)[N:14]([C:23]([O:22][C:19]([CH3:21])([CH3:20])[CH3:18])=[O:24])[N:13]=[CH:12]2)=[O:24])([CH3:21])([CH3:20])[CH3:18], predict the reactants needed to synthesize it. The reactants are: [Cl:1][C:2]1[N:7]=[C:6]([NH:8][C:9]2[CH:10]=[C:11]3[C:15](=[CH:16][CH:17]=2)[NH:14][N:13]=[CH:12]3)[CH:5]=[CH:4][N:3]=1.[CH3:18][C:19]([O:22][C:23](O[C:23]([O:22][C:19]([CH3:21])([CH3:20])[CH3:18])=[O:24])=[O:24])([CH3:21])[CH3:20]. (6) Given the product [OH:37][NH:36][C:33]([CH:6]1[CH:7]([NH:10][S:11]([C:14]2[CH:15]=[CH:16][C:17]([O:20][CH2:21][C:22]3[C:31]4[C:26](=[CH:27][CH:28]=[CH:29][CH:30]=4)[N:25]=[C:24]([CH3:32])[CH:23]=3)=[CH:18][CH:19]=2)(=[O:12])=[O:13])[CH2:8][CH2:9][N:4]([CH2:3][CH2:2][OH:1])[CH2:5]1)=[O:35], predict the reactants needed to synthesize it. The reactants are: [OH:1][CH2:2][CH2:3][N:4]1[CH2:9][CH2:8][CH:7]([NH:10][S:11]([C:14]2[CH:19]=[CH:18][C:17]([O:20][CH2:21][C:22]3[C:31]4[C:26](=[CH:27][CH:28]=[CH:29][CH:30]=4)[N:25]=[C:24]([CH3:32])[CH:23]=3)=[CH:16][CH:15]=2)(=[O:13])=[O:12])[CH:6]([C:33]([OH:35])=O)[CH2:5]1.[NH2:36][OH:37].